Dataset: hERG Central: cardiac toxicity at 1µM, 10µM, and general inhibition. Task: Predict hERG channel inhibition at various concentrations. (1) The molecule is Cc1ccc(C(=O)Nc2cccc(C(F)(F)F)c2)cc1NC(=O)c1csc(-c2ccncc2)n1. Results: hERG_inhib (hERG inhibition (general)): blocker. (2) The molecule is CCOc1ccc(NC(=O)NCCN2CCN(c3ccccc3F)CC2)cc1. Results: hERG_inhib (hERG inhibition (general)): blocker.